From a dataset of Reaction yield outcomes from USPTO patents with 853,638 reactions. Predict the reaction yield, written as a fraction of the theoretical maximum amount of product (1.0 means a 100% yield; for example, 0.34 means a 34% yield). (1) The reactants are [F-].[F-].[F-].B.C(Cl)Cl.C(Cl)Cl.[NH2:11][C:12]1[C:17]([O:18]C)=[C:16]([F:20])[C:15]([C:21]2[CH:26]=[CH:25][CH:24]=[CH:23][CH:22]=2)=[C:14]([CH3:27])[C:13]=1[C:28]#[N:29]. The catalyst is O. The product is [NH2:11][C:12]1[C:17]([OH:18])=[C:16]([F:20])[C:15]([C:21]2[CH:26]=[CH:25][CH:24]=[CH:23][CH:22]=2)=[C:14]([CH3:27])[C:13]=1[C:28]#[N:29]. The yield is 0.930. (2) The reactants are [C:1]([NH:9][C@H:10]1[CH2:14][N:13]([C:15](=[O:25])[CH2:16][NH:17]C(OC(C)(C)C)=O)[C@H:12]([C:26]([OH:28])=[O:27])[CH2:11]1)(=[O:8])[C:2]1[CH:7]=[CH:6][CH:5]=[CH:4][CH:3]=1.[ClH:29].O. The catalyst is CC(C)=O. The product is [ClH:29].[NH2:17][CH2:16][C:15]([N:13]1[CH2:14][C@H:10]([NH:9][C:1](=[O:8])[C:2]2[CH:3]=[CH:4][CH:5]=[CH:6][CH:7]=2)[CH2:11][C@H:12]1[C:26]([OH:28])=[O:27])=[O:25]. The yield is 0.938. (3) The reactants are [CH3:1][O:2][C:3](=[O:40])[C:4]1[CH:9]=[CH:8][C:7]([O:10][CH2:11][CH2:12][C:13]2[C:21]3[C:16](=[CH:17][CH:18]=[C:19]([Cl:22])[CH:20]=3)[N:15]([CH:23]([C:30]3[CH:35]=[CH:34][CH:33]=[CH:32][CH:31]=3)[C:24]3[CH:29]=[CH:28][CH:27]=[CH:26][CH:25]=3)[C:14]=2[CH2:36][CH2:37][CH2:38]O)=[CH:6][CH:5]=1.C1(P(C2C=CC=CC=2)C2C=CC=CC=2)C=CC=CC=1.C(Br)(Br)(Br)[Br:61]. The catalyst is C(Cl)Cl. The product is [CH3:1][O:2][C:3](=[O:40])[C:4]1[CH:9]=[CH:8][C:7]([O:10][CH2:11][CH2:12][C:13]2[C:21]3[C:16](=[CH:17][CH:18]=[C:19]([Cl:22])[CH:20]=3)[N:15]([CH:23]([C:30]3[CH:35]=[CH:34][CH:33]=[CH:32][CH:31]=3)[C:24]3[CH:29]=[CH:28][CH:27]=[CH:26][CH:25]=3)[C:14]=2[CH2:36][CH2:37][CH2:38][Br:61])=[CH:6][CH:5]=1. The yield is 0.860. (4) The reactants are [CH3:1][O:2][C:3]1[CH:4]=[C:5]([CH2:20][C:21]([OH:23])=O)[CH:6]=[CH:7][C:8]=1[NH:9][C:10]([NH:12][C:13]1[CH:18]=[CH:17][CH:16]=[CH:15][C:14]=1[CH3:19])=[O:11].Cl.[CH3:25][O:26][C:27](=[O:52])[CH:28]([NH:41][C:42](=[O:51])[C:43]1[C:48]([Cl:49])=[CH:47][CH:46]=[CH:45][C:44]=1[Cl:50])[CH2:29][C:30]1[O:34][N:33]=[C:32]([CH:35]([NH2:40])[CH2:36][CH:37]([CH3:39])[CH3:38])[CH:31]=1. No catalyst specified. The product is [CH3:25][O:26][C:27](=[O:52])[CH:28]([NH:41][C:42](=[O:51])[C:43]1[C:44]([Cl:50])=[CH:45][CH:46]=[CH:47][C:48]=1[Cl:49])[CH2:29][C:30]1[O:34][N:33]=[C:32]([CH:35]([NH:40][C:21](=[O:23])[CH2:20][C:5]2[CH:6]=[CH:7][C:8]([NH:9][C:10]([NH:12][C:13]3[CH:18]=[CH:17][CH:16]=[CH:15][C:14]=3[CH3:19])=[O:11])=[C:3]([O:2][CH3:1])[CH:4]=2)[CH2:36][CH:37]([CH3:39])[CH3:38])[CH:31]=1. The yield is 0.510. (5) The reactants are Br[C:2]1[CH:7]=[CH:6][C:5]([F:8])=[CH:4][N:3]=1.C(O[Na])(C)(C)C.[CH2:15]([NH2:17])[CH3:16]. The catalyst is C1(C)C=CC=CC=1.C1C=CC(/C=C/C(/C=C/C2C=CC=CC=2)=O)=CC=1.C1C=CC(/C=C/C(/C=C/C2C=CC=CC=2)=O)=CC=1.C1C=CC(/C=C/C(/C=C/C2C=CC=CC=2)=O)=CC=1.[Pd].[Pd].C1C=CC(P(C2C(C3C(P(C4C=CC=CC=4)C4C=CC=CC=4)=CC=C4C=3C=CC=C4)=C3C(C=CC=C3)=CC=2)C2C=CC=CC=2)=CC=1. The product is [CH2:15]([NH:17][C:2]1[CH:7]=[CH:6][C:5]([F:8])=[CH:4][N:3]=1)[CH3:16]. The yield is 0.630. (6) The reactants are C[Al](C)C.[CH3:5][O:6][CH2:7][CH2:8][NH2:9].[CH3:10][C:11]1[O:15][N:14]=[C:13]([C:16]2[CH:21]=[CH:20][CH:19]=[CH:18][CH:17]=2)[C:12]=1[CH2:22][O:23][C:24]1[CH:32]=[CH:31][C:27]([C:28](O)=[O:29])=[CH:26][N:25]=1.O. The catalyst is O1CCOCC1. The product is [CH3:5][O:6][CH2:7][CH2:8][NH:9][C:28](=[O:29])[C:27]1[CH:31]=[CH:32][C:24]([O:23][CH2:22][C:12]2[C:13]([C:16]3[CH:17]=[CH:18][CH:19]=[CH:20][CH:21]=3)=[N:14][O:15][C:11]=2[CH3:10])=[N:25][CH:26]=1. The yield is 0.760. (7) The reactants are [OH:1][C:2]1[CH:3]=[C:4]([CH:7]=[CH:8][CH:9]=1)[C:5]#[N:6].N1C=CN=C1.[C:15]([Si:19](Cl)([CH3:21])[CH3:20])([CH3:18])([CH3:17])[CH3:16].O. The catalyst is CN(C)C=O. The product is [C:15]([Si:19]([CH3:21])([CH3:20])[O:1][C:2]1[CH:3]=[C:4]([CH:7]=[CH:8][CH:9]=1)[C:5]#[N:6])([CH3:18])([CH3:17])[CH3:16]. The yield is 0.950. (8) The reactants are [Si:1]([O:8][C@H:9]([CH2:24][O:25][Si:26]([C:29]([CH3:32])([CH3:31])[CH3:30])([CH3:28])[CH3:27])[C@@H:10]([NH:16][C:17](=[O:23])[O:18][C:19]([CH3:22])([CH3:21])[CH3:20])[C:11]1SC=CN=1)([C:4]([CH3:7])([CH3:6])[CH3:5])([CH3:3])[CH3:2].FC(S(OC)(=O)=[O:38])(F)F.[BH4-].[Na+].O. The catalyst is CC#N.[Hg](Cl)Cl. The product is [Si:1]([O:8][C@H:9]([CH2:24][O:25][Si:26]([C:29]([CH3:31])([CH3:30])[CH3:32])([CH3:27])[CH3:28])[C@@H:10]([NH:16][C:17](=[O:23])[O:18][C:19]([CH3:22])([CH3:20])[CH3:21])[CH2:11][OH:38])([C:4]([CH3:7])([CH3:5])[CH3:6])([CH3:2])[CH3:3]. The yield is 0.969. (9) The reactants are [OH:1][C:2]([CH3:35])([CH3:34])[CH2:3][C@@:4]1([C:28]2[CH:33]=[CH:32][CH:31]=[CH:30][CH:29]=2)[O:9][C:8](=[O:10])[N:7]([C@H:11]([C:13]2[CH:18]=[CH:17][C:16](B3OC(C)(C)C(C)(C)O3)=[CH:15][CH:14]=2)[CH3:12])[CH2:6][CH2:5]1.I[C:37]1[CH:42]=[CH:41][NH:40][C:39](=[O:43])[CH:38]=1.C([O-])([O-])=O.[Cs+].[Cs+].C(Cl)Cl. The catalyst is O1CCOCC1.C1C=CC(P(C2C=CC=CC=2)[C-]2C=CC=C2)=CC=1.C1C=CC(P(C2C=CC=CC=2)[C-]2C=CC=C2)=CC=1.Cl[Pd]Cl.[Fe+2]. The product is [OH:1][C:2]([CH3:34])([CH3:35])[CH2:3][C@@:4]1([C:28]2[CH:33]=[CH:32][CH:31]=[CH:30][CH:29]=2)[O:9][C:8](=[O:10])[N:7]([C@H:11]([C:13]2[CH:14]=[CH:15][C:16]([C:37]3[CH:42]=[CH:41][NH:40][C:39](=[O:43])[CH:38]=3)=[CH:17][CH:18]=2)[CH3:12])[CH2:6][CH2:5]1. The yield is 0.710. (10) The reactants are Br[C:2]1[CH:3]=[C:4]2[C:8](=[CH:9][CH:10]=1)[N:7](S(C1C=CC=CC=1)(=O)=O)[CH:6]=[C:5]2[C:20](=[O:22])[CH3:21].[CH3:23][CH2:24][CH2:25][CH2:26]O.C1(C)C=CC=CC=1.[S:35]1[CH:39]=[CH:38][CH:37]=[C:36]1B(O)O. The catalyst is [Br-].C([N+](CCCC)(CCCC)CCCC)CCC.CN(C=O)C.C1C=CC(P(C2C=CC=CC=2)[C-]2C=CC=C2)=CC=1.C1C=CC(P(C2C=CC=CC=2)[C-]2C=CC=C2)=CC=1.Cl[Pd]Cl.[Fe+2].C(Cl)Cl.CO. The product is [CH2:23]([N:7]1[C:8]2[C:4](=[CH:3][C:2]([C:36]3[S:35][CH:39]=[CH:38][CH:37]=3)=[CH:10][CH:9]=2)[C:5]([C:20](=[O:22])[CH3:21])=[CH:6]1)[CH2:24][CH2:25][CH3:26]. The yield is 0.860.